This data is from Forward reaction prediction with 1.9M reactions from USPTO patents (1976-2016). The task is: Predict the product of the given reaction. (1) Given the reactants CC1(C)C2C=CC=C(P(C3C=CC=CC=3)C3C=CC=CC=3)C=2OC2C1=CC=CC=2P(C1C=CC=CC=1)C1C=CC=CC=1.[C:43](=[NH:56])([C:50]1[CH:55]=[CH:54][CH:53]=[CH:52][CH:51]=1)[C:44]1[CH:49]=[CH:48][CH:47]=[CH:46][CH:45]=1.C(=O)([O-])[O-].[Cs+].[Cs+].[Cl:63][C:64]1[N:69]=[C:68]2[N:70]([CH:74]3[CH2:79][CH2:78][CH2:77][CH2:76][O:75]3)[N:71]=[C:72](I)[C:67]2=[C:66]([O:80][CH3:81])[N:65]=1, predict the reaction product. The product is: [C:43](=[N:56][C:72]1[C:67]2[C:68](=[N:69][C:64]([Cl:63])=[N:65][C:66]=2[O:80][CH3:81])[N:70]([CH:74]2[CH2:79][CH2:78][CH2:77][CH2:76][O:75]2)[N:71]=1)([C:50]1[CH:51]=[CH:52][CH:53]=[CH:54][CH:55]=1)[C:44]1[CH:49]=[CH:48][CH:47]=[CH:46][CH:45]=1. (2) Given the reactants Cl[C:2]1[N:7]=[C:6]([N:8]2[CH2:13][CH2:12][C:11]([NH:17][CH2:18][CH3:19])([C:14]([NH2:16])=[O:15])[CH2:10][CH2:9]2)[CH:5]=[N:4][C:3]=1[C:20]1[CH:25]=[CH:24][C:23]([Cl:26])=[CH:22][CH:21]=1.[Cl:27][C:28]1[CH:29]=[N:30][CH:31]=[CH:32][C:33]=1B(O)O.C([O-])([O-])=O.[Na+].[Na+].O, predict the reaction product. The product is: [Cl:26][C:23]1[CH:24]=[CH:25][C:20]([C:3]2[N:4]=[CH:5][C:6]([N:8]3[CH2:13][CH2:12][C:11]([NH:17][CH2:18][CH3:19])([C:14]([NH2:16])=[O:15])[CH2:10][CH2:9]3)=[N:7][C:2]=2[C:33]2[CH:32]=[CH:31][N:30]=[CH:29][C:28]=2[Cl:27])=[CH:21][CH:22]=1. (3) Given the reactants N#N.[CH2:3]([O:5][C:6](=[O:10])[C:7]([NH2:9])=[S:8])[CH3:4].[Cl:11][CH2:12][C:13](=O)[CH2:14]Cl.CCOC(C)=O, predict the reaction product. The product is: [CH2:3]([O:5][C:6]([C:7]1[S:8][CH:14]=[C:13]([CH2:12][Cl:11])[N:9]=1)=[O:10])[CH3:4]. (4) Given the reactants ClC[C:3]([NH:5][CH2:6][C@@H:7]1[CH2:11][CH2:10][CH2:9][N:8]1[C:12](OC(C)(C)C)=O)=[O:4].C(O)(C(F)(F)F)=O.C(=O)([O-])[O-].[Na+].[Na+], predict the reaction product. The product is: [CH2:6]1[NH:5][C:3](=[O:4])[CH2:12][N:8]2[CH2:9][CH2:10][CH2:11][C@@H:7]12. (5) Given the reactants [CH3:1][N:2]1[CH:6]=[C:5]([C:7]2[CH:8]=[CH:9][C:10](=[O:13])[NH:11][N:12]=2)[CH:4]=[N:3]1.[CH3:14][N:15]1[CH2:20][CH2:19][N:18]([C:21]2[CH:22]=[N:23][C:24]([C:27]3[CH:28]=[C:29]([CH2:33]O)[CH:30]=[CH:31][CH:32]=3)=[N:25][CH:26]=2)[CH2:17][CH2:16]1.C1(P(C2C=CC=CC=2)C2C=CC=CC=2)C=CC=CC=1.N(C(OC(C)(C)C)=O)=NC(OC(C)(C)C)=O, predict the reaction product. The product is: [CH3:14][N:15]1[CH2:16][CH2:17][N:18]([C:21]2[CH:26]=[N:25][C:24]([C:27]3[CH:28]=[C:29]([CH:30]=[CH:31][CH:32]=3)[CH2:33][N:11]3[C:10](=[O:13])[CH:9]=[CH:8][C:7]([C:5]4[CH:4]=[N:3][N:2]([CH3:1])[CH:6]=4)=[N:12]3)=[N:23][CH:22]=2)[CH2:19][CH2:20]1. (6) The product is: [C:1]1([NH:7][S:8]([C:11]2[CH:12]=[C:13]([CH:17]=[CH:18][C:19]([Cl:22])=[O:21])[CH:14]=[CH:15][CH:16]=2)(=[O:10])=[O:9])[CH:6]=[CH:5][CH:4]=[CH:3][CH:2]=1. Given the reactants [C:1]1([NH:7][S:8]([C:11]2[CH:12]=[C:13]([CH:17]=[CH:18][C:19]([OH:21])=O)[CH:14]=[CH:15][CH:16]=2)(=[O:10])=[O:9])[CH:6]=[CH:5][CH:4]=[CH:3][CH:2]=1.[Cl:22]CCl, predict the reaction product. (7) Given the reactants [C:1](O)(=O)[CH2:2][CH2:3][CH2:4][CH2:5][C:6](O)=O.[NH2:11][NH:12][C:13]([NH2:15])=[S:14], predict the reaction product. The product is: [CH2:5]([C:6]1[S:14][C:13]([NH2:15])=[N:12][N:11]=1)[CH2:4][CH2:3][CH2:2][C:1]1[S:14][C:13]([NH2:15])=[N:12][N:11]=1. (8) Given the reactants [CH3:1][N:2]1[C:10]2[CH:9]=[C:8]([N:11]3[CH2:16][CH2:15][N:14]([CH2:17][CH2:18][C:19]4[CH:24]=[CH:23][CH:22]=[CH:21][CH:20]=4)[CH2:13][C:12]3=[O:25])[CH:7]=[CH:6][C:5]=2[C:4]2[CH2:26][N:27](C(OC(C)(C)C)=O)[CH2:28][CH2:29][C:3]1=2.C1(N)C(F)=C(F)C(F)=C(N)C=1F.[ClH:49].Cl, predict the reaction product. The product is: [ClH:49].[ClH:49].[CH3:1][N:2]1[C:10]2[CH:9]=[C:8]([N:11]3[CH2:16][CH2:15][N:14]([CH2:17][CH2:18][C:19]4[CH:24]=[CH:23][CH:22]=[CH:21][CH:20]=4)[CH2:13][C:12]3=[O:25])[CH:7]=[CH:6][C:5]=2[C:4]2[CH2:26][NH:27][CH2:28][CH2:29][C:3]1=2. (9) Given the reactants C(Cl)(=O)C(Cl)=O.CS(C)=O.[OH:11][CH2:12][C:13]([C:32]1[CH:37]=[CH:36][CH:35]=[CH:34][CH:33]=1)([C:26]1[CH:31]=[CH:30][CH:29]=[CH:28][CH:27]=1)[CH2:14][NH:15][C:16](=[O:25])[O:17][CH2:18][C:19]1[CH:24]=[CH:23][CH:22]=[CH:21][CH:20]=1.C(N(CC)CC)C, predict the reaction product. The product is: [O:11]=[CH:12][C:13]([C:32]1[CH:37]=[CH:36][CH:35]=[CH:34][CH:33]=1)([C:26]1[CH:27]=[CH:28][CH:29]=[CH:30][CH:31]=1)[CH2:14][NH:15][C:16](=[O:25])[O:17][CH2:18][C:19]1[CH:24]=[CH:23][CH:22]=[CH:21][CH:20]=1.